This data is from Reaction yield outcomes from USPTO patents with 853,638 reactions. The task is: Predict the reaction yield, written as a fraction of the theoretical maximum amount of product (1.0 means a 100% yield; for example, 0.34 means a 34% yield). The reactants are [Cl:1][C:2]1[N:11]=[C:10]2[C:5]([CH2:6][CH2:7][C:8](=[O:19])[N:9]2[C:12]2[CH:17]=[CH:16][CH:15]=[CH:14][C:13]=2[Cl:18])=[C:4]([C:20]2[CH:25]=[CH:24][CH:23]=[CH:22][C:21]=2[Cl:26])[CH:3]=1.C1C(=O)N(Br)C(=O)C1.C1CCN2C(=NCCC2)CC1. The catalyst is C(Cl)(Cl)(Cl)Cl.CC(N=NC(C#N)(C)C)(C#N)C. The product is [Cl:1][C:2]1[N:11]=[C:10]2[C:5]([CH:6]=[CH:7][C:8](=[O:19])[N:9]2[C:12]2[CH:17]=[CH:16][CH:15]=[CH:14][C:13]=2[Cl:18])=[C:4]([C:20]2[CH:25]=[CH:24][CH:23]=[CH:22][C:21]=2[Cl:26])[CH:3]=1. The yield is 0.690.